From a dataset of Forward reaction prediction with 1.9M reactions from USPTO patents (1976-2016). Predict the product of the given reaction. Given the reactants [NH:1]1[CH2:6][CH2:5][O:4][CH2:3][CH2:2]1.C(N(C(C)C)CC)(C)C.[CH2:16]([O:23][C:24](=[O:42])[CH:25]([NH:31][C:32]([O:34][CH2:35][C:36]1[CH:41]=[CH:40][CH:39]=[CH:38][CH:37]=1)=[O:33])[CH2:26][S:27](Cl)(=[O:29])=[O:28])[C:17]1[CH:22]=[CH:21][CH:20]=[CH:19][CH:18]=1, predict the reaction product. The product is: [CH2:16]([O:23][C:24](=[O:42])[C@@H:25]([NH:31][C:32]([O:34][CH2:35][C:36]1[CH:41]=[CH:40][CH:39]=[CH:38][CH:37]=1)=[O:33])[CH2:26][S:27]([N:1]1[CH2:6][CH2:5][O:4][CH2:3][CH2:2]1)(=[O:29])=[O:28])[C:17]1[CH:18]=[CH:19][CH:20]=[CH:21][CH:22]=1.